From a dataset of Catalyst prediction with 721,799 reactions and 888 catalyst types from USPTO. Predict which catalyst facilitates the given reaction. Reactant: Cl.[F:2][C:3]([F:13])([F:12])[C:4]1[CH:5]=[C:6]([NH:10][NH2:11])[CH:7]=[CH:8][CH:9]=1.[CH3:14][C:15]([O:18][C:19](O[C:19]([O:18][C:15]([CH3:17])([CH3:16])[CH3:14])=[O:20])=[O:20])([CH3:17])[CH3:16].C([O-])([O-])=O.[Na+].[Na+].C(#N)C. Product: [F:2][C:3]([F:12])([F:13])[C:4]1[CH:5]=[C:6]([NH:10][NH:11][C:19]([O:18][C:15]([CH3:17])([CH3:16])[CH3:14])=[O:20])[CH:7]=[CH:8][CH:9]=1. The catalyst class is: 6.